From a dataset of Forward reaction prediction with 1.9M reactions from USPTO patents (1976-2016). Predict the product of the given reaction. (1) Given the reactants ClC1C=CC([CH:8]2[S:14][CH2:13][CH2:12][NH:11][C:10]3[N:15](C)[N:16]=[C:17](C4N(CC5C=CC(OC)=CC=5)N=CC=4)[C:9]2=3)=C(C)C=1.COC1C=CC(CN2C(C(OCC)=O)=CC=N2)=CC=1.CNN.C(O)(=O)CS.ClC1C=CC(C=O)=C(C)C=1.FC(F)(F)C(O)=O.[OH-].[Na+], predict the reaction product. The product is: [NH:15]1[C:10]2[NH:11][CH2:12][CH2:13][S:14][CH2:8][C:9]=2[CH:17]=[N:16]1. (2) The product is: [C:1]([C:5]1[CH:13]=[CH:12][C:8]([C:9]([NH:30][C:16]2[CH:17]=[CH:18][CH:19]=[C:20]([B:21]3[O:25][C:24]([CH3:26])([CH3:27])[C:23]([CH3:29])([CH3:28])[O:22]3)[C:15]=2[CH3:14])=[O:10])=[CH:7][CH:6]=1)([CH3:4])([CH3:3])[CH3:2]. Given the reactants [C:1]([C:5]1[CH:13]=[CH:12][C:8]([C:9](Cl)=[O:10])=[CH:7][CH:6]=1)([CH3:4])([CH3:3])[CH3:2].[CH3:14][C:15]1[C:20]([B:21]2[O:25][C:24]([CH3:27])([CH3:26])[C:23]([CH3:29])([CH3:28])[O:22]2)=[CH:19][CH:18]=[CH:17][C:16]=1[NH2:30].C(N(CC)CC)C.O, predict the reaction product. (3) Given the reactants [CH2:1]([C:5]1[N:6]=[C:7]([CH3:27])[NH:8][C:9](=[O:26])[C:10]=1[CH2:11][C:12]1[CH:17]=[CH:16][C:15]([C:18]2[C:19]([C:24]#[N:25])=[CH:20][CH:21]=[CH:22][CH:23]=2)=[CH:14][CH:13]=1)[CH2:2][CH2:3][CH3:4].[O:28]=[C:29]1[C:37]2[C:32](=[CH:33][C:34](B(O)O)=[CH:35][CH:36]=2)[CH2:31][CH2:30]1.C([N:43](CC)CC)C.N1C=CC=CC=1.[C:54]([O:57]CC)(=[O:56])C, predict the reaction product. The product is: [CH2:1]([C:5]1[N:6]=[C:7]([CH3:27])[N:8]([C:34]2[CH:33]=[C:32]3[C:37](=[CH:36][CH:35]=2)[CH:29]([OH:28])[CH2:30][CH2:31]3)[C:9](=[O:26])[C:10]=1[CH2:11][C:12]1[CH:17]=[CH:16][C:15]([C:18]2[CH:23]=[CH:22][CH:21]=[CH:20][C:19]=2[C:24]2[NH:43][C:54](=[O:56])[O:57][N:25]=2)=[CH:14][CH:13]=1)[CH2:2][CH2:3][CH3:4]. (4) Given the reactants Cl[C:2]1[N:3]=[C:4]([NH:12][CH2:13]/[CH:14]=[CH:15]/[C:16]2[CH:21]=[CH:20][CH:19]=[CH:18][CH:17]=2)[C:5]2[S:10][CH:9]=[C:8]([CH3:11])[C:6]=2[N:7]=1.[CH2:22]([NH2:25])[CH:23]=[CH2:24].C(=O)([O-])O.[Na+], predict the reaction product. The product is: [CH2:22]([NH:25][C:2]1[N:3]=[C:4]([NH:12][CH2:13]/[CH:14]=[CH:15]/[C:16]2[CH:21]=[CH:20][CH:19]=[CH:18][CH:17]=2)[C:5]2[S:10][CH:9]=[C:8]([CH3:11])[C:6]=2[N:7]=1)[CH:23]=[CH2:24]. (5) Given the reactants [O:1]=[C:2]1[C:11]2[C:6](=[CH:7][CH:8]=[CH:9][CH:10]=2)[C:5]([O:12][C:13]2[CH:14]=[C:15]([CH:21]=[CH:22][CH:23]=2)[C:16]([O:18]CC)=[O:17])=[N:4][NH:3]1.Cl, predict the reaction product. The product is: [O:1]=[C:2]1[C:11]2[C:6](=[CH:7][CH:8]=[CH:9][CH:10]=2)[C:5]([O:12][C:13]2[CH:14]=[C:15]([CH:21]=[CH:22][CH:23]=2)[C:16]([OH:18])=[O:17])=[N:4][NH:3]1.